Dataset: Human Reference Interactome with 51,813 positive PPI pairs across 8,248 proteins, plus equal number of experimentally-validated negative pairs. Task: Binary Classification. Given two protein amino acid sequences, predict whether they physically interact or not. Protein 1 (ENSG00000106012) has sequence MPLGGRASLTPQKLWLGTAKPGSLTQALNSPLTWEHAWTGVPGGTPDCLTDTFRVKRPHLRRSASNGHVPGTPVYREKEDMYDEIIELKKSLHVQKSDVDLMRTKLRRLEEENSRKDRQIEQLLDPSRGTDFVRTLAEKRPDASWVINGLKQRILKLEQQCKEKDGTISKLQTDMKTTNLEEMRIAMETYYEEVHRLQTLLASSETTGKKPLGEKKTGAKRQKKMGSALLSLSRSVQELTEENQSLKEDLDRVLSTSPTISKTQGYVEWSKPRLLRRIVELEKKLSVMESSKSHAAEPVR.... Protein 2 (ENSG00000169813) has sequence MMLGPEGGEGFVVKLRGLPWSCSVEDVQNFLSDCTIHDGAAGVHFIYTREGRQSGEAFVELGSEDDVKMALKKDRESMGHRYIEVFKSHRTEMDWVLKHSGPNSADSANDGFVRLRGLPFGCTKEEIVQFFSGLEIVPNGITLPVDPEGKITGEAFVQFASQELAEKALGKHKERIGHRYIEVFKSSQEEVRSYSDPPLKFMSVQRPGPYDRPGTARRYIGIVKQAGLERMRPGAYSTGYGGYEEYSGLSDGYGFTTDLFGRDLSYCLSGMYDHRYGDSEFTVQSTTGHCVHMRGLPYKA.... Result: 1 (the proteins interact).